This data is from Catalyst prediction with 721,799 reactions and 888 catalyst types from USPTO. The task is: Predict which catalyst facilitates the given reaction. (1) Reactant: [CH2:1]([O:3][P:4]([CH2:9][CH2:10][O:11][CH2:12][CH2:13][O:14][CH2:15][CH2:16][O:17][CH2:18][CH2:19][NH:20][C:21](=[O:73])[C@@H:22]([NH:55]C(=O)OCC1C2C=CC=CC=2C2C1=CC=CC=2)[CH2:23][S:24][CH2:25][C@H:26]([NH:41][C:42](=[O:54])[CH2:43][CH2:44][CH2:45][CH2:46][CH2:47][CH2:48][CH2:49][CH2:50][CH2:51][CH2:52][CH3:53])[CH2:27][O:28][CH2:29][CH2:30][CH2:31][CH2:32][CH2:33][CH2:34][CH2:35][CH2:36][CH2:37][CH2:38][CH2:39][CH3:40])([O:6][CH2:7][CH3:8])=[O:5])[CH3:2].N1CCCCC1. Product: [NH2:55][C@@H:22]([CH2:23][S:24][CH2:25][C@H:26]([NH:41][C:42](=[O:54])[CH2:43][CH2:44][CH2:45][CH2:46][CH2:47][CH2:48][CH2:49][CH2:50][CH2:51][CH2:52][CH3:53])[CH2:27][O:28][CH2:29][CH2:30][CH2:31][CH2:32][CH2:33][CH2:34][CH2:35][CH2:36][CH2:37][CH2:38][CH2:39][CH3:40])[C:21](=[O:73])[NH:20][CH2:19][CH2:18][O:17][CH2:16][CH2:15][O:14][CH2:13][CH2:12][O:11][CH2:10][CH2:9][P:4](=[O:5])([O:6][CH2:7][CH3:8])[O:3][CH2:1][CH3:2]. The catalyst class is: 118. (2) Reactant: [C:1]([S:5]([NH:7][C:8]1([CH:12]([CH2:17][CH3:18])[C:13]([O:15]C)=[O:14])[CH2:11][O:10][CH2:9]1)=[O:6])([CH3:4])([CH3:3])[CH3:2].[OH-].[Na+]. Product: [C:1]([S:5]([NH:7][C:8]1([CH:12]([CH2:17][CH3:18])[C:13]([OH:15])=[O:14])[CH2:9][O:10][CH2:11]1)=[O:6])([CH3:4])([CH3:3])[CH3:2]. The catalyst class is: 5.